Task: Predict which catalyst facilitates the given reaction.. Dataset: Catalyst prediction with 721,799 reactions and 888 catalyst types from USPTO (1) Reactant: [C:1]([O:5][C:6]([N:8]([CH2:26][C:27]([O:29][C:30]([CH3:33])([CH3:32])[CH3:31])=[O:28])[C:9]1[CH:14]=[CH:13][CH:12]=[C:11]([CH2:15][NH:16][S:17]([C:20]2[CH:25]=[CH:24][CH:23]=[CH:22][N:21]=2)(=[O:19])=[O:18])[N:10]=1)=[O:7])([CH3:4])([CH3:3])[CH3:2].[CH3:34][C:35]([C:42]1[CH:49]=[CH:48][C:45]([CH2:46]O)=[CH:44][CH:43]=1)([CH3:41])[CH2:36][CH2:37][CH:38]([CH3:40])[CH3:39].C(P(CCCC)CCCC)CCC.CN(C)C(N=NC(N(C)C)=O)=O. Product: [C:1]([O:5][C:6]([N:8]([CH2:26][C:27]([O:29][C:30]([CH3:33])([CH3:32])[CH3:31])=[O:28])[C:9]1[CH:14]=[CH:13][CH:12]=[C:11]([CH:15]([CH2:46][C:45]2[CH:48]=[CH:49][C:42]([C:35]([CH3:34])([CH3:41])[CH2:36][CH2:37][CH:38]([CH3:39])[CH3:40])=[CH:43][CH:44]=2)[NH:16][S:17]([C:20]2[CH:25]=[CH:24][CH:23]=[CH:22][N:21]=2)(=[O:19])=[O:18])[N:10]=1)=[O:7])([CH3:4])([CH3:3])[CH3:2]. The catalyst class is: 132. (2) Reactant: [S:1]1[C:5]2[CH:6]=[CH:7][CH:8]=[CH:9][C:4]=2[N:3]=[C:2]1[NH:10][C:11](=[O:35])[C:12]1[CH:17]=[CH:16][C:15]([O:18][C:19]2[CH:24]=[CH:23][N:22]=[C:21]3[NH:25][N:26]=[C:27]([NH:28][C@@H:29]4[CH2:34][CH2:33][CH2:32][NH:31][CH2:30]4)[C:20]=23)=[CH:14][CH:13]=1.CCN=C=NCCCN(C)C.Cl.C1C=CC2N(O)N=NC=2C=1.Cl.[CH3:59][N:60]([CH3:67])[CH2:61][CH2:62][CH2:63][C:64](O)=[O:65]. Product: [S:1]1[C:5]2[CH:6]=[CH:7][CH:8]=[CH:9][C:4]=2[N:3]=[C:2]1[NH:10][C:11](=[O:35])[C:12]1[CH:13]=[CH:14][C:15]([O:18][C:19]2[CH:24]=[CH:23][N:22]=[C:21]3[NH:25][N:26]=[C:27]([NH:28][C@@H:29]4[CH2:34][CH2:33][CH2:32][N:31]([C:64](=[O:65])[CH2:63][CH2:62][CH2:61][N:60]([CH3:67])[CH3:59])[CH2:30]4)[C:20]=23)=[CH:16][CH:17]=1. The catalyst class is: 31.